From a dataset of Reaction yield outcomes from USPTO patents with 853,638 reactions. Predict the reaction yield, written as a fraction of the theoretical maximum amount of product (1.0 means a 100% yield; for example, 0.34 means a 34% yield). (1) The yield is 0.670. The product is [CH2:1]1[N:12]2[C:13]3[C:9]([C@@H:10]4[CH2:17][N:16]([CH2:19][CH2:20][CH2:21][C:22]([C:24]5[CH:25]=[CH:26][C:27]([F:30])=[CH:28][CH:29]=5)=[O:23])[CH2:15][CH2:14][C@@H:11]42)=[CH:8][CH:7]=[CH:6][C:5]=3[CH2:4][S:3][CH2:2]1. The catalyst is O1CCOCC1. The reactants are [CH2:1]1[N:12]2[C:13]3[C:9]([C@@H:10]4[CH2:17][NH:16][CH2:15][CH2:14][C@@H:11]42)=[CH:8][CH:7]=[CH:6][C:5]=3[CH2:4][S:3][CH2:2]1.Cl[CH2:19][CH2:20][CH2:21][C:22]([C:24]1[CH:29]=[CH:28][C:27]([F:30])=[CH:26][CH:25]=1)=[O:23].C([O-])([O-])=O.[K+].[K+].O. (2) The reactants are [C:1]1([S:7](Cl)(=[O:9])=[O:8])[CH:6]=[CH:5][CH:4]=[CH:3][CH:2]=1.[Br:11][C:12]1[CH:13]=[C:14]([CH2:18][CH2:19][NH2:20])[CH:15]=[CH:16][CH:17]=1.C(N(CC)C(C)C)(C)C. The catalyst is ClCCl. The product is [Br:11][C:12]1[CH:13]=[C:14]([CH2:18][CH2:19][NH:20][S:7]([C:1]2[CH:6]=[CH:5][CH:4]=[CH:3][CH:2]=2)(=[O:9])=[O:8])[CH:15]=[CH:16][CH:17]=1. The yield is 0.950.